Dataset: Catalyst prediction with 721,799 reactions and 888 catalyst types from USPTO. Task: Predict which catalyst facilitates the given reaction. Reactant: C([O:5][C:6](=[O:43])[CH2:7][CH2:8][NH:9][C:10](=[O:42])[C:11]1[CH:16]=[CH:15][C:14]([O:17][CH:18]([C:26]2[CH:31]=[CH:30][C:29]([C:32]3[CH:37]=[CH:36][C:35]([C:38]([F:41])([F:40])[F:39])=[CH:34][CH:33]=3)=[CH:28][CH:27]=2)[CH2:19][CH:20]2[CH2:25][CH2:24][CH2:23][CH2:22][CH2:21]2)=[CH:13][CH:12]=1)(C)(C)C.[Li+].[OH-].Cl. Product: [CH:20]1([CH2:19][CH:18]([C:26]2[CH:27]=[CH:28][C:29]([C:32]3[CH:37]=[CH:36][C:35]([C:38]([F:39])([F:40])[F:41])=[CH:34][CH:33]=3)=[CH:30][CH:31]=2)[O:17][C:14]2[CH:15]=[CH:16][C:11]([C:10]([NH:9][CH2:8][CH2:7][C:6]([OH:43])=[O:5])=[O:42])=[CH:12][CH:13]=2)[CH2:25][CH2:24][CH2:23][CH2:22][CH2:21]1. The catalyst class is: 1.